Dataset: Forward reaction prediction with 1.9M reactions from USPTO patents (1976-2016). Task: Predict the product of the given reaction. (1) Given the reactants C([CH:5]([OH:13])[CH2:6][CH2:7][CH2:8][CH2:9][CH2:10]CC)CCC.[OH-].[K+].[CH2:16]1[O:19][CH:17]1C.P(=O)(O)(O)O.[CH2:25]([O:29][CH2:30][CH2:31][CH2:32][CH2:33][CH2:34][CH2:35][CH2:36][CH3:37])[CH2:26][CH2:27][CH3:28].C(C(CCCC)C(O)=O)C.C1(C)C=CC(S(O)(=O)=O)=CC=1, predict the reaction product. The product is: [CH2:17]([O:19][C:5](=[O:13])[CH2:6][CH2:7][CH2:8][CH2:9][CH3:10])[CH3:16].[CH2:25]([O:29][CH2:30][CH2:31][CH2:32][CH2:33][CH2:34][CH2:35][CH2:36][CH3:37])[CH2:26][CH2:27][CH3:28]. (2) Given the reactants [F:1][C:2]([F:19])([F:18])[C:3]1[CH:8]=[CH:7][C:6]([C:9]2[C:10]([C:15]([OH:17])=O)=[CH:11][CH:12]=[CH:13][CH:14]=2)=[CH:5][CH:4]=1.C(Cl)(=O)C(Cl)=O.[NH2:26][C:27]1[CH:32]=[CH:31][C:30]([CH2:33][C:34]([O:36][CH3:37])=[O:35])=[CH:29][C:28]=1[C:38](=[O:42])[N:39]([CH3:41])[CH3:40].C(N(CC)CC)C, predict the reaction product. The product is: [CH3:41][N:39]([CH3:40])[C:38]([C:28]1[CH:29]=[C:30]([CH2:33][C:34]([O:36][CH3:37])=[O:35])[CH:31]=[CH:32][C:27]=1[NH:26][C:15]([C:10]1[CH:11]=[CH:12][CH:13]=[CH:14][C:9]=1[C:6]1[CH:5]=[CH:4][C:3]([C:2]([F:1])([F:19])[F:18])=[CH:8][CH:7]=1)=[O:17])=[O:42]. (3) Given the reactants [Cl:1][C:2]1[CH:3]=[C:4]([CH:19]=[CH:20][C:21]=1[Cl:22])[CH2:5][NH:6][C:7]1[C:16]2[C:11](=[C:12]([NH2:17])[CH:13]=[CH:14][CH:15]=2)[N:10]=[C:9]([CH3:18])[CH:8]=1.[Br:23][CH2:24][CH2:25][O:26][CH2:27][CH2:28]Br.O, predict the reaction product. The product is: [BrH:23].[Cl:1][C:2]1[CH:3]=[C:4]([CH:19]=[CH:20][C:21]=1[Cl:22])[CH2:5][NH:6][C:7]1[C:16]2[C:11](=[C:12]([N:17]3[CH2:28][CH2:27][O:26][CH2:25][CH2:24]3)[CH:13]=[CH:14][CH:15]=2)[N:10]=[C:9]([CH3:18])[CH:8]=1. (4) Given the reactants C[O:2][C:3]([C:5]1[CH:10]=[CH:9][C:8]([Br:11])=[CH:7][N:6]=1)=[O:4].[OH-].[Li+:13], predict the reaction product. The product is: [Li+:13].[Br:11][C:8]1[CH:9]=[CH:10][C:5]([C:3]([O-:4])=[O:2])=[N:6][CH:7]=1.